From a dataset of NCI-60 drug combinations with 297,098 pairs across 59 cell lines. Regression. Given two drug SMILES strings and cell line genomic features, predict the synergy score measuring deviation from expected non-interaction effect. (1) Drug 1: CCCCCOC(=O)NC1=NC(=O)N(C=C1F)C2C(C(C(O2)C)O)O. Drug 2: CN(C(=O)NC(C=O)C(C(C(CO)O)O)O)N=O. Cell line: NCIH23. Synergy scores: CSS=6.20, Synergy_ZIP=-3.65, Synergy_Bliss=-0.247, Synergy_Loewe=-1.31, Synergy_HSA=-0.787. (2) Drug 1: C1CC(C1)(C(=O)O)C(=O)O.[NH2-].[NH2-].[Pt+2]. Drug 2: CC1C(C(CC(O1)OC2CC(CC3=C2C(=C4C(=C3O)C(=O)C5=CC=CC=C5C4=O)O)(C(=O)C)O)N)O. Cell line: COLO 205. Synergy scores: CSS=54.7, Synergy_ZIP=-2.26, Synergy_Bliss=-1.61, Synergy_Loewe=-10.7, Synergy_HSA=-1.00. (3) Drug 1: CCC(=C(C1=CC=CC=C1)C2=CC=C(C=C2)OCCN(C)C)C3=CC=CC=C3.C(C(=O)O)C(CC(=O)O)(C(=O)O)O. Drug 2: CN(C(=O)NC(C=O)C(C(C(CO)O)O)O)N=O. Cell line: SR. Synergy scores: CSS=10.0, Synergy_ZIP=-7.69, Synergy_Bliss=-2.96, Synergy_Loewe=-6.61, Synergy_HSA=-4.23. (4) Drug 1: C1=CC(=CC=C1CCC2=CNC3=C2C(=O)NC(=N3)N)C(=O)NC(CCC(=O)O)C(=O)O. Drug 2: CC(CN1CC(=O)NC(=O)C1)N2CC(=O)NC(=O)C2. Cell line: MDA-MB-231. Synergy scores: CSS=23.1, Synergy_ZIP=-4.16, Synergy_Bliss=1.45, Synergy_Loewe=0.667, Synergy_HSA=4.37. (5) Drug 1: C1CC(C1)(C(=O)O)C(=O)O.[NH2-].[NH2-].[Pt+2]. Drug 2: C1=CC=C(C(=C1)C(C2=CC=C(C=C2)Cl)C(Cl)Cl)Cl. Cell line: RPMI-8226. Synergy scores: CSS=5.05, Synergy_ZIP=-0.936, Synergy_Bliss=2.60, Synergy_Loewe=1.58, Synergy_HSA=2.17. (6) Drug 1: CC1C(C(=O)NC(C(=O)N2CCCC2C(=O)N(CC(=O)N(C(C(=O)O1)C(C)C)C)C)C(C)C)NC(=O)C3=C4C(=C(C=C3)C)OC5=C(C(=O)C(=C(C5=N4)C(=O)NC6C(OC(=O)C(N(C(=O)CN(C(=O)C7CCCN7C(=O)C(NC6=O)C(C)C)C)C)C(C)C)C)N)C. Drug 2: C1C(C(OC1N2C=NC3=C(N=C(N=C32)Cl)N)CO)O. Cell line: UACC-257. Synergy scores: CSS=-0.517, Synergy_ZIP=-2.41, Synergy_Bliss=-0.277, Synergy_Loewe=-4.16, Synergy_HSA=-1.94.